Dataset: Full USPTO retrosynthesis dataset with 1.9M reactions from patents (1976-2016). Task: Predict the reactants needed to synthesize the given product. (1) Given the product [F:38][CH:2]([F:1])[O:3][C:4]1[CH:9]=[CH:8][CH:7]=[CH:6][C:5]=1[CH2:10][C:11]1[N:15]2[CH:16]=[C:17]([C:21]3[CH:26]=[N:25][C:24]([N:27]4[CH2:32][CH2:31][C:30]([CH3:36])([C:33]([O:35][CH2:9][CH2:4][CH2:5][CH3:6])=[O:34])[CH2:29][CH2:28]4)=[N:23][CH:22]=3)[C:18]([F:20])=[CH:19][C:14]2=[N:13][C:12]=1[CH3:37], predict the reactants needed to synthesize it. The reactants are: [F:1][CH:2]([F:38])[O:3][C:4]1[CH:9]=[CH:8][CH:7]=[CH:6][C:5]=1[CH2:10][C:11]1[N:15]2[CH:16]=[C:17]([C:21]3[CH:22]=[N:23][C:24]([N:27]4[CH2:32][CH2:31][C:30]([CH3:36])([C:33]([OH:35])=[O:34])[CH2:29][CH2:28]4)=[N:25][CH:26]=3)[C:18]([F:20])=[CH:19][C:14]2=[N:13][C:12]=1[CH3:37]. (2) Given the product [C:12]1([C:2]2[N:7]3[N:8]=[C:9]([NH2:11])[N:10]=[C:6]3[CH:5]=[CH:4][CH:3]=2)[CH:17]=[CH:16][CH:15]=[CH:14][CH:13]=1, predict the reactants needed to synthesize it. The reactants are: Br[C:2]1[N:7]2[N:8]=[C:9]([NH2:11])[N:10]=[C:6]2[CH:5]=[CH:4][CH:3]=1.[C:12]1(B(O)O)[CH:17]=[CH:16][CH:15]=[CH:14][CH:13]=1.